From a dataset of Catalyst prediction with 721,799 reactions and 888 catalyst types from USPTO. Predict which catalyst facilitates the given reaction. Reactant: [N:1]1([C:10]2[N:18]=[C:17]3[C:13]([NH:14][C:15](=[O:26])[N:16]3[C@H:19]3[CH2:24][CH2:23][C@H:22]([OH:25])[CH2:21][CH2:20]3)=[CH:12][N:11]=2)[C:5]2[CH:6]=[CH:7][CH:8]=[CH:9][C:4]=2[N:3]=[CH:2]1.[CH3:27][C:28]([O:31][C:32](O[C:32]([O:31][C:28]([CH3:30])([CH3:29])[CH3:27])=[O:33])=[O:33])([CH3:30])[CH3:29].CCN(CC)CC. Product: [N:1]1([C:10]2[N:18]=[C:17]3[C:13]([N:14]([C:32]([O:31][C:28]([CH3:30])([CH3:29])[CH3:27])=[O:33])[C:15](=[O:26])[N:16]3[C@H:19]3[CH2:20][CH2:21][C@H:22]([OH:25])[CH2:23][CH2:24]3)=[CH:12][N:11]=2)[C:5]2[CH:6]=[CH:7][CH:8]=[CH:9][C:4]=2[N:3]=[CH:2]1. The catalyst class is: 2.